This data is from Catalyst prediction with 721,799 reactions and 888 catalyst types from USPTO. The task is: Predict which catalyst facilitates the given reaction. The catalyst class is: 7. Reactant: [CH2:1]([N:8]([CH2:18][C:19]1[CH:24]=[CH:23][CH:22]=[CH:21][CH:20]=1)[C:9]1([C:12](N(OC)C)=[O:13])[CH2:11][CH2:10]1)[C:2]1[CH:7]=[CH:6][CH:5]=[CH:4][CH:3]=1.[CH3:25][Li]. Product: [CH2:18]([N:8]([CH2:1][C:2]1[CH:7]=[CH:6][CH:5]=[CH:4][CH:3]=1)[C:9]1([C:12](=[O:13])[CH3:25])[CH2:11][CH2:10]1)[C:19]1[CH:24]=[CH:23][CH:22]=[CH:21][CH:20]=1.